This data is from Peptide-MHC class II binding affinity with 134,281 pairs from IEDB. The task is: Regression. Given a peptide amino acid sequence and an MHC pseudo amino acid sequence, predict their binding affinity value. This is MHC class II binding data. (1) The peptide sequence is MADDMERIFKRFDTN. The MHC is DRB1_1101 with pseudo-sequence DRB1_1101. The binding affinity (normalized) is 0.186. (2) The peptide sequence is EGHLRFLKNIILPVY. The MHC is DRB4_0101 with pseudo-sequence DRB4_0103. The binding affinity (normalized) is 0.888.